From a dataset of Full USPTO retrosynthesis dataset with 1.9M reactions from patents (1976-2016). Predict the reactants needed to synthesize the given product. (1) Given the product [C:18]([C:13]1[CH:14]=[C:15]2[C:10](=[CH:11][CH:12]=1)[N:9]([CH2:33][C:34]([O:36][CH2:37][CH3:38])=[O:35])[C:8]1[CH2:7][CH2:6][CH:5]([C:3](=[O:4])[N:2]([CH3:1])[C:20]3[CH:21]=[CH:22][CH:23]=[CH:24][CH:25]=3)[CH2:17][C:16]2=1)#[N:19], predict the reactants needed to synthesize it. The reactants are: [CH3:1][N:2]([C:20]1[CH:25]=[CH:24][CH:23]=[CH:22][CH:21]=1)[C:3]([CH:5]1[CH2:17][C:16]2[C:15]3[C:10](=[CH:11][CH:12]=[C:13]([C:18]#[N:19])[CH:14]=3)[NH:9][C:8]=2[CH2:7][CH2:6]1)=[O:4].CC([O-])(C)C.[K+].Br[CH2:33][C:34]([O:36][CH2:37][CH3:38])=[O:35].OP([O-])(O)=O.[K+]. (2) Given the product [Br:1][C:2]1[CH:10]=[C:9]2[C:5]([CH2:6][N:7]3[C:25]([C:15]4[C:16]([C:19]5[CH:24]=[CH:23][CH:22]=[CH:21][CH:20]=5)=[N:17][O:18][C:14]=4[CH3:13])=[N:12][N:11]=[C:8]32)=[CH:4][CH:3]=1, predict the reactants needed to synthesize it. The reactants are: [Br:1][C:2]1[CH:10]=[C:9]2[C:5]([CH2:6][N:7]=[C:8]2[NH:11][NH2:12])=[CH:4][CH:3]=1.[CH3:13][C:14]1[O:18][N:17]=[C:16]([C:19]2[CH:24]=[CH:23][CH:22]=[CH:21][CH:20]=2)[C:15]=1[CH:25]=O. (3) The reactants are: [CH2:1]([Li])[CH2:2][CH2:3][CH3:4].C([C@@H]1C[C:15]2[C:10](=[CH:11][CH:12]=[CH:13][CH:14]=2)[N:9]1[C:17]([O:19][C:20]([CH3:23])([CH3:22])[CH3:21])=[O:18])=O. Given the product [CH:3]([C@@H:2]1[CH2:1][C:15]2[C:10](=[CH:11][CH:12]=[CH:13][CH:14]=2)[N:9]1[C:17]([O:19][C:20]([CH3:23])([CH3:22])[CH3:21])=[O:18])=[CH2:4], predict the reactants needed to synthesize it. (4) Given the product [NH2:32][C:29]1[C:30]2[CH2:31][N:24]([C@@H:11]3[CH2:10][C@H:9]([NH:8][C:6](=[O:7])[O:5][C:1]([CH3:4])([CH3:3])[CH3:2])[C@@H:14]([C:15]4[CH:20]=[C:19]([F:21])[C:18]([F:22])=[CH:17][C:16]=4[F:23])[CH2:13][CH2:12]3)[CH2:25][C:26]=2[NH:27][N:28]=1, predict the reactants needed to synthesize it. The reactants are: [C:1]([O:5][C:6]([NH:8][C@@H:9]1[C@@H:14]([C:15]2[CH:20]=[C:19]([F:21])[C:18]([F:22])=[CH:17][C:16]=2[F:23])[CH2:13][CH2:12][C@H:11]([N:24]2[CH2:31][C:30]3[C:29]([NH:32]C(=O)OCC4C=CC=CC=4)=[N:28][NH:27][C:26]=3[CH2:25]2)[CH2:10]1)=[O:7])([CH3:4])([CH3:3])[CH3:2]. (5) Given the product [CH3:1][O:2][C:3]1[CH:8]=[C:7]([CH:9]2[CH2:14][CH2:13][N:12]([CH3:40])[CH2:11][CH2:10]2)[CH:6]=[CH:5][C:4]=1[NH:15][C:16]1[N:21]=[C:20]([CH2:22][CH2:23][C:24]2[CH:29]=[CH:28][CH:27]=[CH:26][C:25]=2[CH2:30][C:31]([NH2:33])=[O:32])[C:19]([C:34]([F:35])([F:36])[F:37])=[CH:18][N:17]=1, predict the reactants needed to synthesize it. The reactants are: [CH3:1][O:2][C:3]1[CH:8]=[C:7]([CH:9]2[CH2:14][CH2:13][NH:12][CH2:11][CH2:10]2)[CH:6]=[CH:5][C:4]=1[NH:15][C:16]1[N:21]=[C:20]([CH2:22][CH2:23][C:24]2[CH:29]=[CH:28][CH:27]=[CH:26][C:25]=2[CH2:30][C:31]([NH2:33])=[O:32])[C:19]([C:34]([F:37])([F:36])[F:35])=[CH:18][N:17]=1.C=O.[C:40](O[BH-](OC(=O)C)OC(=O)C)(=O)C.[Na+]. (6) Given the product [C:1]1(=[O:14])[NH:13][CH2:12][CH2:11][CH2:10][CH2:9][CH2:8][CH2:7][CH2:6][CH2:5][CH2:4][CH2:3][CH2:2]1, predict the reactants needed to synthesize it. The reactants are: [C:1]1(=[O:14])[NH:13][CH2:12][CH2:11][CH2:10][CH2:9][CH2:8][CH2:7][CH2:6][CH2:5][CH2:4][CH2:3][CH2:2]1.C1(C)C=CC=CC=1.[OH-].[Na+].